The task is: Predict which catalyst facilitates the given reaction.. This data is from Catalyst prediction with 721,799 reactions and 888 catalyst types from USPTO. (1) Reactant: [CH2:1]([N:3]1[CH2:8][CH2:7][N:6]([C:9]2[CH:10]=[CH:11][C:12]([O:19][CH3:20])=[C:13]3[C:18]=2[CH:17]=[N:16][CH:15]=[CH:14]3)[CH2:5][CH2:4]1)[CH3:2]. Product: [CH2:1]([N:3]1[CH2:8][CH2:7][N:6]([C:9]2[CH:10]=[CH:11][C:12]([O:19][CH3:20])=[C:13]3[C:18]=2[CH2:17][NH:16][CH2:15][CH2:14]3)[CH2:5][CH2:4]1)[CH3:2]. The catalyst class is: 15. (2) Reactant: [C:1]([O:5][C:6]([CH:8]1[CH:14]([C:15]([O:17]CC2C=CC=CC=2)=[O:16])[CH2:13][CH:12]=[CH:11][CH2:10][N:9]1[S:25]([C:28]1[CH:33]=[CH:32][C:31]([O:34][CH3:35])=[CH:30][CH:29]=1)(=[O:27])=[O:26])=[O:7])([CH3:4])([CH3:3])[CH3:2].O[Li].O. Product: [C:1]([O:5][C:6]([CH:8]1[CH:14]([C:15]([OH:17])=[O:16])[CH2:13][CH:12]=[CH:11][CH2:10][N:9]1[S:25]([C:28]1[CH:33]=[CH:32][C:31]([O:34][CH3:35])=[CH:30][CH:29]=1)(=[O:27])=[O:26])=[O:7])([CH3:4])([CH3:3])[CH3:2]. The catalyst class is: 30.